Dataset: Peptide-MHC class II binding affinity with 134,281 pairs from IEDB. Task: Regression. Given a peptide amino acid sequence and an MHC pseudo amino acid sequence, predict their binding affinity value. This is MHC class II binding data. (1) The peptide sequence is EVIPTAFSIGKTYKP. The MHC is HLA-DQA10501-DQB10201 with pseudo-sequence HLA-DQA10501-DQB10201. The binding affinity (normalized) is 0.0699. (2) The peptide sequence is NVSHIQSAVVCGRRH. The MHC is DRB1_0401 with pseudo-sequence DRB1_0401. The binding affinity (normalized) is 0.310. (3) The peptide sequence is IAMEVVLRKRQGPKQ. The MHC is HLA-DQA10501-DQB10302 with pseudo-sequence HLA-DQA10501-DQB10302. The binding affinity (normalized) is 0. (4) The peptide sequence is GDKVAYALAQGLKVI. The MHC is DRB1_0701 with pseudo-sequence DRB1_0701. The binding affinity (normalized) is 0.778. (5) The peptide sequence is EDPEDSALLEDP. The MHC is HLA-DQA10501-DQB10201 with pseudo-sequence HLA-DQA10501-DQB10201. The binding affinity (normalized) is 0.0203. (6) The peptide sequence is SLLVAPMPTASTAQI. The MHC is DRB1_1201 with pseudo-sequence DRB1_1201. The binding affinity (normalized) is 0.384. (7) The peptide sequence is GFKAAVAAAASVP. The MHC is HLA-DQA10301-DQB10302 with pseudo-sequence HLA-DQA10301-DQB10302. The binding affinity (normalized) is 0.294.